This data is from Full USPTO retrosynthesis dataset with 1.9M reactions from patents (1976-2016). The task is: Predict the reactants needed to synthesize the given product. (1) The reactants are: [CH2:1]([S:3][C:4]1[C:13]([C:14](OCC)=[O:15])=[C:12]([CH3:19])[C:11]2[C:6](=[CH:7][C:8]([C:20]([F:23])([F:22])[F:21])=[CH:9][N:10]=2)[N:5]=1)[CH3:2].C[Al](C)C.[F:28][C:29]1[CH:30]=[C:31]([CH2:35][NH2:36])[CH:32]=[CH:33][CH:34]=1. Given the product [CH2:1]([S:3][C:4]1[C:13]([C:14]([NH:36][CH2:35][C:31]2[CH:32]=[CH:33][CH:34]=[C:29]([F:28])[CH:30]=2)=[O:15])=[C:12]([CH3:19])[C:11]2[C:6](=[CH:7][C:8]([C:20]([F:23])([F:21])[F:22])=[CH:9][N:10]=2)[N:5]=1)[CH3:2], predict the reactants needed to synthesize it. (2) Given the product [Cl:1][C:2]1[C:3]([F:24])=[C:4]([C:16]2[N:17]=[CH:18][N:19]=[C:20]([OH:22])[CH:21]=2)[C:5]([N:8]2[CH:12]=[C:11]([CH:13]3[CH2:15][CH2:14]3)[N:10]=[N:9]2)=[CH:6][CH:7]=1, predict the reactants needed to synthesize it. The reactants are: [Cl:1][C:2]1[C:3]([F:24])=[C:4]([C:16]2[CH:21]=[C:20]([O:22]C)[N:19]=[CH:18][N:17]=2)[C:5]([N:8]2[CH:12]=[C:11]([CH:13]3[CH2:15][CH2:14]3)[N:10]=[N:9]2)=[CH:6][CH:7]=1.Br. (3) Given the product [C:15]([O:19][C:20]([N:22]1[C:30]2[C:25](=[CH:26][C:27]([CH2:31][OH:32])=[CH:28][CH:29]=2)[CH:24]=[C:23]1[CH:2]1[C:10]2[C:5](=[CH:6][C:7]([C:11]([O:13][CH3:14])=[O:12])=[CH:8][CH:9]=2)[NH:4][NH:3]1)=[O:21])([CH3:18])([CH3:16])[CH3:17], predict the reactants needed to synthesize it. The reactants are: I[C:2]1[C:10]2[C:5](=[CH:6][C:7]([C:11]([O:13][CH3:14])=[O:12])=[CH:8][CH:9]=2)[NH:4][N:3]=1.[C:15]([O:19][C:20]([N:22]1[C:30]2[C:25](=[CH:26][C:27]([CH2:31][O:32][Si](C(C)(C)C)(C)C)=[CH:28][CH:29]=2)[CH:24]=[C:23]1B(O)O)=[O:21])([CH3:18])([CH3:17])[CH3:16].[Cl-].[Li+].C(=O)([O-])[O-].[Na+].[Na+].F.F.F.C(N(CC)CC)C. (4) Given the product [Br:27][C:28]1[CH:33]=[CH:32][CH:31]=[CH:30][C:29]=1[S:34]([NH:14][C:13]1[C:9]([C:7]([N:1]2[CH2:6][CH2:5][O:4][CH2:3][CH2:2]2)=[O:8])=[N:10][N:11]([C:15]2[CH:16]=[CH:17][CH:18]=[CH:19][CH:20]=2)[CH:12]=1)(=[O:36])=[O:35], predict the reactants needed to synthesize it. The reactants are: [N:1]1([C:7]([C:9]2[C:13]([NH2:14])=[CH:12][N:11]([C:15]3[CH:20]=[CH:19][CH:18]=[CH:17][CH:16]=3)[N:10]=2)=[O:8])[CH2:6][CH2:5][O:4][CH2:3][CH2:2]1.N1C=CC=CC=1.[Br:27][C:28]1[CH:33]=[CH:32][CH:31]=[CH:30][C:29]=1[S:34](Cl)(=[O:36])=[O:35].[NH4+].[Cl-]. (5) Given the product [C:1]([O-:14])(=[O:13])[CH2:2][CH2:3][CH2:4][CH2:5][CH2:6][CH2:7][CH2:8][CH2:9][CH2:10][CH2:11][CH3:12].[Zn+2:16].[C:1]([O-:14])(=[O:13])[CH2:2][CH2:3][CH2:4][CH2:5][CH2:6][CH2:7][CH2:8][CH2:9][CH2:10][CH2:11][CH3:12], predict the reactants needed to synthesize it. The reactants are: [C:1]([OH:14])(=[O:13])[CH2:2][CH2:3][CH2:4][CH2:5][CH2:6][CH2:7][CH2:8][CH2:9][CH2:10][CH2:11][CH3:12].[OH-].[Zn+2:16].[OH-]. (6) Given the product [C:1]([C:5]([NH:7][CH2:8][C:9]1[CH:10]=[CH:11][C:12]([Cl:29])=[C:13]([NH:15][C:16]2[NH:17][C:18]3[CH:24]=[C:23]([C:25]([NH:33][CH2:32][C:31]([F:35])([F:34])[F:30])=[O:26])[C:22]([Cl:28])=[CH:21][C:19]=3[N:20]=2)[CH:14]=1)=[O:6])([CH3:2])([CH3:4])[CH3:3], predict the reactants needed to synthesize it. The reactants are: [C:1]([C:5]([NH:7][CH2:8][C:9]1[CH:10]=[CH:11][C:12]([Cl:29])=[C:13]([NH:15][C:16]2[NH:17][C:18]3[CH:24]=[C:23]([C:25](O)=[O:26])[C:22]([Cl:28])=[CH:21][C:19]=3[N:20]=2)[CH:14]=1)=[O:6])([CH3:4])([CH3:3])[CH3:2].[F:30][C:31]([F:35])([F:34])[CH2:32][NH2:33].CCCP(O)(O)=O. (7) Given the product [Br:1][C:2]1[CH:3]=[N:4][C:5]2[N:6]([N:8]=[C:9]([C:11]([N:26]3[CH2:25][CH2:24][C:23]4[C:28](=[CH:29][CH:30]=[C:21]([C:18]5[CH:19]=[N:20][C:15]([F:14])=[CH:16][CH:17]=5)[CH:22]=4)[CH:27]3[CH3:31])=[O:13])[CH:10]=2)[CH:7]=1, predict the reactants needed to synthesize it. The reactants are: [Br:1][C:2]1[CH:3]=[N:4][C:5]2[N:6]([N:8]=[C:9]([C:11]([OH:13])=O)[CH:10]=2)[CH:7]=1.[F:14][C:15]1[N:20]=[CH:19][C:18]([C:21]2[CH:22]=[C:23]3[C:28](=[CH:29][CH:30]=2)[CH:27]([CH3:31])[NH:26][CH2:25][CH2:24]3)=[CH:17][CH:16]=1. (8) Given the product [Si:15]([O:14][CH:12]1[CH2:13][N:10]([C:7]2[S:8][CH:9]=[C:5]([CH2:4][NH:1][S:38]([C:32]3[CH:37]=[CH:36][CH:35]=[CH:34][CH:33]=3)(=[O:40])=[O:39])[N:6]=2)[CH2:11]1)([C:28]([CH3:31])([CH3:30])[CH3:29])([C:22]1[CH:27]=[CH:26][CH:25]=[CH:24][CH:23]=1)[C:16]1[CH:21]=[CH:20][CH:19]=[CH:18][CH:17]=1, predict the reactants needed to synthesize it. The reactants are: [N:1]([CH2:4][C:5]1[N:6]=[C:7]([N:10]2[CH2:13][CH:12]([O:14][Si:15]([C:28]([CH3:31])([CH3:30])[CH3:29])([C:22]3[CH:27]=[CH:26][CH:25]=[CH:24][CH:23]=3)[C:16]3[CH:21]=[CH:20][CH:19]=[CH:18][CH:17]=3)[CH2:11]2)[S:8][CH:9]=1)=[N+]=[N-].[C:32]1([S:38](Cl)(=[O:40])=[O:39])[CH:37]=[CH:36][CH:35]=[CH:34][CH:33]=1.C(N(CC)CC)C. (9) Given the product [NH:34]1[C:24]([C:23]2[CH:22]=[CH:21][C:20]([C:19]3[C:14]([O:13][CH2:12][C@H:10]4[CH2:11][C@@H:9]4[C:6]4[CH:5]=[CH:4][C:3]([O:2][CH3:1])=[CH:8][N:7]=4)=[N:15][C:16]([CH3:28])=[N:17][CH:18]=3)=[CH:27][CH:26]=2)=[N:25][N:36]=[N:35]1, predict the reactants needed to synthesize it. The reactants are: [CH3:1][O:2][C:3]1[CH:4]=[CH:5][C:6]([C@H:9]2[CH2:11][C@@H:10]2[CH2:12][O:13][C:14]2[C:19]([C:20]3[CH:27]=[CH:26][C:23]([C:24]#[N:25])=[CH:22][CH:21]=3)=[CH:18][N:17]=[C:16]([CH3:28])[N:15]=2)=[N:7][CH:8]=1.[Cl-].[NH4+].[N].[Cl-].[Li+].[N:34]([Na])=[N+:35]=[N-:36].